Dataset: HIV replication inhibition screening data with 41,000+ compounds from the AIDS Antiviral Screen. Task: Binary Classification. Given a drug SMILES string, predict its activity (active/inactive) in a high-throughput screening assay against a specified biological target. (1) The drug is Cc1c2ccccc2n[c-](CN2CCOCC2)[n+]1=O. The result is 0 (inactive). (2) The result is 0 (inactive). The molecule is O=C1C(=Cc2ccc([N+](=O)[O-])cc2)CNCC1=Cc1ccc([N+](=O)[O-])cc1. (3) The drug is Cc1cc2c(c(=O)o1)C(=O)CC(C)O2. The result is 0 (inactive). (4) The molecule is COC(=O)C(O)C1(C(=O)OC)C2CCCCCCC(O)C1OC2OC. The result is 0 (inactive).